From a dataset of Reaction yield outcomes from USPTO patents with 853,638 reactions. Predict the reaction yield, written as a fraction of the theoretical maximum amount of product (1.0 means a 100% yield; for example, 0.34 means a 34% yield). (1) The reactants are Br[C:2]1[CH:3]=[C:4]2[C@@:11]3([C:16]([F:18])([F:17])[CH2:15][O:14][C:13]([NH2:19])=[N:12]3)[CH2:10][CH2:9][O:8][C:5]2=[CH:6][CH:7]=1.[CH3:20][O:21][C:22]1[CH:23]=[C:24](B(O)O)[CH:25]=[N:26][CH:27]=1. No catalyst specified. The product is [F:17][C:16]1([F:18])[CH2:15][O:14][C:13]([NH2:19])=[N:12][C@@:11]21[C:4]1[C:5](=[CH:6][CH:7]=[C:2]([C:24]3[CH:25]=[N:26][CH:27]=[C:22]([O:21][CH3:20])[CH:23]=3)[CH:3]=1)[O:8][CH2:9][CH2:10]2. The yield is 0.600. (2) The reactants are [C:1]1([C:7]2[CH:11]=[C:10]([NH:12][C:13](=[O:44])[O:14][CH2:15][C@@H:16]([N:30]([CH3:43])[C:31]([NH:33][CH2:34][C:35]3[CH:40]=[CH:39][CH:38]=[C:37]([F:41])[C:36]=3[Cl:42])=[O:32])[CH2:17][C@@H:18]([OH:29])[CH2:19][O:20][P:21]([O:26]CC)([O:23]CC)=[O:22])[O:9][N:8]=2)[CH:6]=[CH:5][CH:4]=[CH:3][CH:2]=1.[Si](I)(C)(C)C. The catalyst is C(#N)C. The product is [C:1]1([C:7]2[CH:11]=[C:10]([NH:12][C:13](=[O:44])[O:14][CH2:15][C@@H:16]([N:30]([CH3:43])[C:31]([NH:33][CH2:34][C:35]3[CH:40]=[CH:39][CH:38]=[C:37]([F:41])[C:36]=3[Cl:42])=[O:32])[CH2:17][C@@H:18]([OH:29])[CH2:19][O:20][P:21]([OH:26])([OH:23])=[O:22])[O:9][N:8]=2)[CH:2]=[CH:3][CH:4]=[CH:5][CH:6]=1. The yield is 0.940. (3) The reactants are [OH:1][C:2]1[CH:9]=[C:8]([C:10]2[S:14][CH:13]=[N:12][C:11]=2[CH3:15])[CH:7]=[CH:6][C:3]=1[C:4]#[N:5].[H-].[Al+3].[Li+].[H-].[H-].[H-].O.[OH-].[Na+]. The catalyst is C1COCC1. The product is [NH2:5][CH2:4][C:3]1[CH:6]=[CH:7][C:8]([C:10]2[S:14][CH:13]=[N:12][C:11]=2[CH3:15])=[CH:9][C:2]=1[OH:1]. The yield is 0.510. (4) The reactants are [NH:1]1[CH2:5][CH2:4][CH:3]([OH:6])[CH2:2]1.C(N(CC)CC)C.[C:14]([O:18][C:19](O[C:19]([O:18][C:14]([CH3:17])([CH3:16])[CH3:15])=[O:20])=[O:20])([CH3:17])([CH3:16])[CH3:15]. The catalyst is ClCCl. The product is [C:14]([O:18][C:19]([N:1]1[CH2:5][CH2:4][CH:3]([OH:6])[CH2:2]1)=[O:20])([CH3:17])([CH3:16])[CH3:15]. The yield is 0.930. (5) The reactants are [CH2:1]([Li])[CH2:2][CH2:3][CH3:4].[C:6]([N:13]1CCC[CH2:15][C:14]1=O)([O:8][C:9]([CH3:12])([CH3:11])[CH3:10])=[O:7]. The catalyst is [Br-].C[P+](C1C=CC=CC=1)(C1C=CC=CC=1)C1C=CC=CC=1.C1COCC1. The product is [C:9]([O:8][C:6]([N:13]1[CH2:14][CH2:15][C:3](=[CH2:4])[CH2:2][CH2:1]1)=[O:7])([CH3:12])([CH3:11])[CH3:10]. The yield is 0.990. (6) The reactants are Cl[C:2]1[CH:7]=[CH:6][C:5]([O:8][CH3:9])=[CH:4][C:3]=1[N+:10]([O-:12])=[O:11].[CH3:13][C:14]1(C)[C:18](C)(C)OB(C(C)=C)O1.C(=O)([O-])[O-].[Na+].[Na+].O1CCOCC1.O. The catalyst is O.Cl[Pd](Cl)([P](C1C=CC=CC=1)(C1C=CC=CC=1)C1C=CC=CC=1)[P](C1C=CC=CC=1)(C1C=CC=CC=1)C1C=CC=CC=1. The product is [CH3:9][O:8][C:5]1[CH:6]=[CH:7][C:2]([C:14]([CH3:18])=[CH2:13])=[C:3]([N+:10]([O-:12])=[O:11])[CH:4]=1. The yield is 0.530. (7) The reactants are Br[C:2]1[CH:7]=[CH:6][C:5]([C:8]2[N:17]([CH2:18][C@@H:19]3[CH2:23][CH2:22][N:21]([C:24]([CH:26]4[CH2:28][CH2:27]4)=[O:25])[CH2:20]3)[C:16](=[O:29])[C:15]3[C:10](=[CH:11][CH:12]=[CH:13][CH:14]=3)[N:9]=2)=[CH:4][CH:3]=1.CC1(C)C(C)(C)OB([C:38]2[CH:39]=[CH:40][C:41]3[O:45][CH:44]=[CH:43][C:42]=3[CH:46]=2)O1. The catalyst is O1CCOCC1.C(=O)([O-])[O-].[K+].[K+]. The product is [O:45]1[C:41]2[CH:40]=[CH:39][C:38]([C:2]3[CH:7]=[CH:6][C:5]([C:8]4[N:17]([CH2:18][C@@H:19]5[CH2:23][CH2:22][N:21]([C:24]([CH:26]6[CH2:27][CH2:28]6)=[O:25])[CH2:20]5)[C:16](=[O:29])[C:15]5[C:10](=[CH:11][CH:12]=[CH:13][CH:14]=5)[N:9]=4)=[CH:4][CH:3]=3)=[CH:46][C:42]=2[CH:43]=[CH:44]1. The yield is 0.722. (8) The product is [CH2:11]([C:13]([CH2:19][CH3:20])([CH2:17][CH3:18])[CH2:14][CH:15]=[O:16])[CH3:12]. The reactants are C(Cl)(=O)C(Cl)=O.CS(C)=O.[CH2:11]([C:13]([CH2:19][CH3:20])([CH2:17][CH3:18])[CH2:14][CH2:15][OH:16])[CH3:12].C(N(CC)CC)C. The catalyst is ClCCl.O. The yield is 0.780. (9) The reactants are [C:1]([O:8][CH3:9])(=[O:7])/[CH:2]=[CH:3]/[C:4]([OH:6])=[O:5].Cl[CH2:11][C:12]([N:14]1[CH2:19][CH2:18][O:17][CH2:16][CH2:15]1)=[O:13]. The catalyst is CN1C(=O)CCC1. The product is [C:1]([O:8][CH3:9])(=[O:7])/[CH:2]=[CH:3]/[C:4]([O:6][CH2:11][C:12]([N:14]1[CH2:19][CH2:18][O:17][CH2:16][CH2:15]1)=[O:13])=[O:5]. The yield is 0.350. (10) The reactants are [CH3:1][NH2:2].[CH2:3]([O:10][C:11]([N:13]1[CH2:17][CH2:16][CH:15]([S:18](Cl)(=[O:20])=[O:19])[CH2:14]1)=[O:12])[C:4]1[CH:9]=[CH:8][CH:7]=[CH:6][CH:5]=1.O. The catalyst is C1COCC1. The product is [CH3:1][NH:2][S:18]([CH:15]1[CH2:16][CH2:17][N:13]([C:11]([O:10][CH2:3][C:4]2[CH:9]=[CH:8][CH:7]=[CH:6][CH:5]=2)=[O:12])[CH2:14]1)(=[O:20])=[O:19]. The yield is 0.690.